From a dataset of Forward reaction prediction with 1.9M reactions from USPTO patents (1976-2016). Predict the product of the given reaction. (1) Given the reactants C(N(CC)CC)C.[OH:8][CH2:9][CH:10]1[CH2:13][CH:12]([OH:14])[CH2:11]1.[CH3:15][C:16]1[CH:21]=[CH:20][C:19]([S:22](Cl)(=[O:24])=[O:23])=[CH:18][CH:17]=1, predict the reaction product. The product is: [CH3:15][C:16]1[CH:21]=[CH:20][C:19]([S:22]([O:8][CH2:9][CH:10]2[CH2:13][CH:12]([OH:14])[CH2:11]2)(=[O:24])=[O:23])=[CH:18][CH:17]=1. (2) Given the reactants [NH2:1][C:2]1[C:11]2[N:12]=[C:13]([CH2:23][CH2:24][CH3:25])[N:14]([CH2:15][CH2:16][CH2:17][O:18][N:19]=[C:20]([CH3:22])[CH3:21])[C:10]=2[C:9]2[CH:8]=[CH:7][C:6](Br)=[CH:5][C:4]=2[N:3]=1.[C:27]1(B(O)O)[CH:32]=[CH:31][CH:30]=[CH:29][CH:28]=1.C(=O)([O-])[O-].[Na+].[Na+].C(O)CC, predict the reaction product. The product is: [NH2:1][C:2]1[C:11]2[N:12]=[C:13]([CH2:23][CH2:24][CH3:25])[N:14]([CH2:15][CH2:16][CH2:17][O:18][N:19]=[C:20]([CH3:22])[CH3:21])[C:10]=2[C:9]2[CH:8]=[CH:7][C:6]([C:27]3[CH:32]=[CH:31][CH:30]=[CH:29][CH:28]=3)=[CH:5][C:4]=2[N:3]=1.